This data is from Full USPTO retrosynthesis dataset with 1.9M reactions from patents (1976-2016). The task is: Predict the reactants needed to synthesize the given product. (1) Given the product [C:8]1(=[C:14]([C:31]2[CH:36]=[CH:35][C:34]([OH:37])=[CH:33][CH:32]=2)[C:15]2[CH:20]=[CH:19][C:18](/[CH:21]=[CH:22]/[C:23]([OH:25])=[O:24])=[C:17]([CH3:30])[CH:16]=2)[CH2:13][CH2:12][CH2:11][CH2:10][CH2:9]1, predict the reactants needed to synthesize it. The reactants are: FC(F)(F)C(O)=O.[C:8]1(=[C:14]([C:31]2[CH:36]=[CH:35][C:34]([OH:37])=[CH:33][CH:32]=2)[C:15]2[CH:20]=[CH:19][C:18](/[CH:21]=[CH:22]/[C:23]([O:25]C(C)(C)C)=[O:24])=[C:17]([CH3:30])[CH:16]=2)[CH2:13][CH2:12][CH2:11][CH2:10][CH2:9]1. (2) Given the product [C:1]([C:5]1[CH:6]=[C:7]2[C:12](=[C:13]([F:15])[CH:14]=1)[C:11](=[O:16])[N:10]([C:22]1[CH:23]=[CH:24][CH:25]=[C:18]([Cl:17])[C:19]=1[CH:20]=[O:21])[N:9]=[CH:8]2)([CH3:4])([CH3:2])[CH3:3], predict the reactants needed to synthesize it. The reactants are: [C:1]([C:5]1[CH:6]=[C:7]2[C:12](=[C:13]([F:15])[CH:14]=1)[C:11](=[O:16])[NH:10][N:9]=[CH:8]2)([CH3:4])([CH3:3])[CH3:2].[Cl:17][C:18]1[CH:25]=[CH:24][CH:23]=[C:22](F)[C:19]=1[CH:20]=[O:21].C(=O)([O-])[O-].[Cs+].[Cs+].C(O[Si](C)(C)C)C.